This data is from Forward reaction prediction with 1.9M reactions from USPTO patents (1976-2016). The task is: Predict the product of the given reaction. (1) Given the reactants [F:1][C:2]1[CH:7]=[C:6]([C:8]2[CH:13]=[CH:12][C:11]([CH2:14][C:15]([OH:17])=O)=[CH:10][N:9]=2)[CH:5]=[CH:4][N:3]=1.[N:18]1[CH:23]=[CH:22][N:21]=[CH:20][C:19]=1[C:24]1[CH:25]=[CH:26][C:27]([NH2:30])=[N:28][CH:29]=1.C1(N=C=NC2CCCCC2)CCCCC1, predict the reaction product. The product is: [F:1][C:2]1[CH:7]=[C:6]([C:8]2[CH:13]=[CH:12][C:11]([CH2:14][C:15]([NH:30][C:27]3[CH:26]=[CH:25][C:24]([C:19]4[CH:20]=[N:21][CH:22]=[CH:23][N:18]=4)=[CH:29][N:28]=3)=[O:17])=[CH:10][N:9]=2)[CH:5]=[CH:4][N:3]=1. (2) Given the reactants [C:1]([O:5][C:6]([N:8]1[CH2:13][CH2:12][N:11]([CH2:14][C:15]2[CH:20]=[CH:19][C:18](/[CH:21]=[CH:22]/[C:23](OC)=[O:24])=[CH:17][CH:16]=2)[CH2:10][CH2:9]1)=[O:7])([CH3:4])([CH3:3])[CH3:2].C[O-].[Na+].[NH2:30][OH:31].Cl, predict the reaction product. The product is: [C:1]([O:5][C:6]([N:8]1[CH2:9][CH2:10][N:11]([CH2:14][C:15]2[CH:16]=[CH:17][C:18](/[CH:21]=[CH:22]/[C:23](=[O:24])[NH:30][OH:31])=[CH:19][CH:20]=2)[CH2:12][CH2:13]1)=[O:7])([CH3:4])([CH3:3])[CH3:2]. (3) Given the reactants [Cl:1][C:2]1[CH:7]=[C:6]2[NH:8][C:9](=[O:28])[C@:10]3([C@@H:15]([C:16]4[CH:21]=[CH:20][CH:19]=[C:18]([Cl:22])[CH:17]=4)[CH2:14][CH2:13][C:12](=[O:23])[N:11]3[CH2:24][CH:25]3[CH2:27][CH2:26]3)[C:5]2=[CH:4][CH:3]=1.[H-].[Na+].Cl[CH2:32][O:33][CH2:34][CH2:35][Si:36]([CH3:39])([CH3:38])[CH3:37], predict the reaction product. The product is: [Cl:1][C:2]1[CH:7]=[C:6]2[N:8]([CH2:32][O:33][CH2:34][CH2:35][Si:36]([CH3:39])([CH3:38])[CH3:37])[C:9](=[O:28])[C@:10]3([C@@H:15]([C:16]4[CH:21]=[CH:20][CH:19]=[C:18]([Cl:22])[CH:17]=4)[CH2:14][CH2:13][C:12](=[O:23])[N:11]3[CH2:24][CH:25]3[CH2:27][CH2:26]3)[C:5]2=[CH:4][CH:3]=1. (4) Given the reactants [F:1][C:2]1[CH:7]=[CH:6][CH:5]=[CH:4][C:3]=1[N:8]1[C:12]([C:13]2[CH:18]=[CH:17][N:16]=[CH:15][CH:14]=2)=[C:11]([C:19]2[O:23][N:22]=[C:21]([C:24]3[CH:31]=[CH:30][C:27]([CH:28]=O)=[CH:26][CH:25]=3)[N:20]=2)[N:10]=[N:9]1.Cl.[NH:33]1[CH2:36][CH2:35][CH2:34]1, predict the reaction product. The product is: [N:33]1([CH2:28][C:27]2[CH:30]=[CH:31][C:24]([C:21]3[N:20]=[C:19]([C:11]4[N:10]=[N:9][N:8]([C:3]5[CH:4]=[CH:5][CH:6]=[CH:7][C:2]=5[F:1])[C:12]=4[C:13]4[CH:18]=[CH:17][N:16]=[CH:15][CH:14]=4)[O:23][N:22]=3)=[CH:25][CH:26]=2)[CH2:36][CH2:35][CH2:34]1. (5) The product is: [CH3:63][O:64][CH2:65][CH2:66][O:67][CH2:68][CH2:69][O:41][C:40](=[O:42])[CH2:39][CH2:38][C:37]([NH:36][C:31]1[CH:32]=[CH:33][CH:34]=[CH:35][C:30]=1[NH:29][C:16]1[CH:17]=[CH:18][C:19]([C:20](=[O:28])[C:21]2[CH:26]=[CH:25][CH:24]=[CH:23][C:22]=2[CH3:27])=[C:14]([Cl:13])[CH:15]=1)=[O:43]. Given the reactants CCOC(/N=N/C(OCC)=O)=O.[Cl:13][C:14]1[CH:15]=[C:16]([NH:29][C:30]2[CH:35]=[CH:34][CH:33]=[CH:32][C:31]=2[NH:36][C:37](=[O:43])[CH2:38][CH2:39][C:40]([OH:42])=[O:41])[CH:17]=[CH:18][C:19]=1[C:20](=[O:28])[C:21]1[CH:26]=[CH:25][CH:24]=[CH:23][C:22]=1[CH3:27].C1(P(C2C=CC=CC=2)C2C=CC=CC=2)C=CC=CC=1.[CH3:63][O:64][CH2:65][CH2:66][O:67][CH2:68][CH2:69]O, predict the reaction product. (6) The product is: [F:1][C:2]1[CH:7]=[CH:6][C:5]([S:8][C:10]2[CH:17]=[CH:16][C:13](/[CH:14]=[CH:23]/[CH:24]=[O:25])=[C:12]([C:18]([F:21])([F:20])[F:19])[CH:11]=2)=[CH:4][CH:3]=1. Given the reactants [F:1][C:2]1[CH:7]=[CH:6][C:5]([SH:8])=[CH:4][CH:3]=1.F[C:10]1[CH:17]=[CH:16][C:13]([CH:14]=O)=[C:12]([C:18]([F:21])([F:20])[F:19])[CH:11]=1.C(O)(=O)[CH2:23][C:24](O)=[O:25], predict the reaction product.